From a dataset of Forward reaction prediction with 1.9M reactions from USPTO patents (1976-2016). Predict the product of the given reaction. (1) Given the reactants [Cl:1][C:2]1[CH:18]=[CH:17][C:5]([C:6]2[CH:11]=[C:10]([CH2:12][CH3:13])[C:9](B(O)O)=[CH:8][CH:7]=2)=[CH:4][CH:3]=1.[C:19]([O-:22])(=[O:21])[CH3:20].[C:23]([O-:26])(=[O:25])[CH3:24].[C:27]([O-:30])(=[O:29])[CH3:28].C([O-])(=O)C.[Pb+4:35].CCCCCC.C(=O)([O-])[O-].[K+].[K+], predict the reaction product. The product is: [C:19]([O-:22])(=[O:21])[CH3:20].[C:23]([O-:26])(=[O:25])[CH3:24].[C:27]([O-:30])(=[O:29])[CH3:28].[Cl:1][C:2]1[CH:18]=[CH:17][C:5]([C:6]2[CH:11]=[C:10]([CH2:12][CH3:13])[C:9]([Pb+3:35])=[CH:8][CH:7]=2)=[CH:4][CH:3]=1. (2) Given the reactants [CH3:1][O:2][C:3]1[CH:4]=[C:5]([CH:14]=[CH:15][C:16]=1[O:17][CH3:18])[CH2:6][NH:7][CH2:8][CH:9](OC)OC.CO/N=[CH:22]/[C:23]1[CH:31]=[CH:30][C:26]2[O:27][CH2:28][O:29][C:25]=2[C:24]=1[CH2:32][N:33]1[CH2:37][CH2:36][CH2:35][CH2:34]1.Cl.[NH4+].[OH-], predict the reaction product. The product is: [CH3:18][O:17][C:16]1[CH:15]=[C:14]2[C:5](=[CH:4][C:3]=1[O:2][CH3:1])[CH:6]=[N:7][C:8]1[C:31]3[CH:30]=[C:26]4[O:27][CH2:28][O:29][C:25]4=[C:24]([CH2:32][N:33]4[CH2:34][CH2:35][CH2:36][CH2:37]4)[C:23]=3[CH2:22][C:9]2=1. (3) Given the reactants [Cl:1][CH:2]([CH3:6])[C:3](Cl)=[O:4].[Cl:7][C:8]1[CH:9]=[C:10]([C:14](=[N:16]O)[NH2:15])[CH:11]=[CH:12][CH:13]=1.C(=O)(O)[O-].[Na+], predict the reaction product. The product is: [Cl:1][CH:2]([C:3]1[O:4][N:16]=[C:14]([C:10]2[CH:11]=[CH:12][CH:13]=[C:8]([Cl:7])[CH:9]=2)[N:15]=1)[CH3:6]. (4) Given the reactants C([O:3][C:4](=[O:12])[C:5]1[CH:10]=[CH:9][CH:8]=[N:7][C:6]=1Cl)C.[O:13]1[C:17]2[CH:18]=[CH:19][C:20]([OH:22])=[CH:21][C:16]=2[O:15][CH2:14]1.C(=O)([O-])[O-].[Cs+].[Cs+], predict the reaction product. The product is: [O:13]1[C:17]2[CH:18]=[CH:19][C:20]([O:22][C:6]3[N:7]=[CH:8][CH:9]=[CH:10][C:5]=3[C:4]([OH:3])=[O:12])=[CH:21][C:16]=2[O:15][CH2:14]1. (5) Given the reactants C(Cl)Cl.Br[C:5]1[CH:6]=[C:7]([N:11]2[CH2:16][CH2:15][N:14]([CH3:17])[CH2:13][CH2:12]2)[CH:8]=[CH:9][CH:10]=1.CCN(CC)CC.[CH3:25][C:26]1([CH3:33])[C:30]([CH3:32])([CH3:31])[O:29][BH:28][O:27]1, predict the reaction product. The product is: [CH3:17][N:14]1[CH2:15][CH2:16][N:11]([C:7]2[CH:8]=[CH:9][CH:10]=[C:5]([B:28]3[O:29][C:30]([CH3:32])([CH3:31])[C:26]([CH3:33])([CH3:25])[O:27]3)[CH:6]=2)[CH2:12][CH2:13]1.